Dataset: Forward reaction prediction with 1.9M reactions from USPTO patents (1976-2016). Task: Predict the product of the given reaction. (1) Given the reactants [CH3:1][C:2]([C:4]1[CH:9]=[CH:8][C:7]([F:10])=[C:6]([NH2:11])[CH:5]=1)=[O:3].[C:12](Cl)(=[O:14])[CH3:13].CCN(C(C)C)C(C)C, predict the reaction product. The product is: [C:2]([C:4]1[CH:9]=[CH:8][C:7]([F:10])=[C:6]([NH:11][C:12](=[O:14])[CH3:13])[CH:5]=1)(=[O:3])[CH3:1]. (2) Given the reactants [N+:1]([C:4]1[CH:9]=[CH:8][CH:7]=[C:6]([N+:10]([O-:12])=[O:11])[CH:5]=1)([O-:3])=[O:2].[Br:13]N1C(C)(C)C(=O)N(Br)C1=O, predict the reaction product. The product is: [Br:13][C:8]1[CH:9]=[C:4]([N+:1]([O-:3])=[O:2])[CH:5]=[C:6]([N+:10]([O-:12])=[O:11])[CH:7]=1. (3) Given the reactants [O:1]1[CH2:3][C@@H:2]1[CH2:4][O:5][C:6]1[CH:7]=[C:8]([C:12]2[C:20]3[C:15](=[N:16][CH:17]=[CH:18][CH:19]=3)[O:14][N:13]=2)[CH:9]=[CH:10][CH:11]=1.[S:21]1[C:29]2[CH2:28][CH2:27][NH:26][CH2:25][C:24]=2[CH:23]=[CH:22]1, predict the reaction product. The product is: [S:21]1[C:29]2[CH2:28][CH2:27][N:26]([CH2:3][C@@H:2]([OH:1])[CH2:4][O:5][C:6]3[CH:11]=[CH:10][CH:9]=[C:8]([C:12]4[C:20]5[C:15](=[N:16][CH:17]=[CH:18][CH:19]=5)[O:14][N:13]=4)[CH:7]=3)[CH2:25][C:24]=2[CH:23]=[CH:22]1. (4) Given the reactants Cl.Cl.[NH2:3][C:4]1[CH:5]=[C:6]([CH:34]=[CH:35][CH:36]=1)[O:7][C:8]1[CH:9]=[CH:10][C:11]2[N:15]=[C:14]([CH2:16][O:17][C:18]3[CH:31]=[CH:30][C:21]([CH2:22][CH:23]4[S:27][C:26](=[O:28])[NH:25][C:24]4=[O:29])=[CH:20][CH:19]=3)[N:13]([CH3:32])[C:12]=2[CH:33]=1.[C:37]([C:39]1[CH:40]=[C:41]([N:45]=[C:46]=[O:47])[CH:42]=[CH:43][CH:44]=1)#[N:38].C(N(CC)CC)C, predict the reaction product. The product is: [C:37]([C:39]1[CH:40]=[C:41]([NH:45][C:46]([NH:3][C:4]2[CH:36]=[CH:35][CH:34]=[C:6]([O:7][C:8]3[CH:9]=[CH:10][C:11]4[N:15]=[C:14]([CH2:16][O:17][C:18]5[CH:31]=[CH:30][C:21]([CH2:22][CH:23]6[S:27][C:26](=[O:28])[NH:25][C:24]6=[O:29])=[CH:20][CH:19]=5)[N:13]([CH3:32])[C:12]=4[CH:33]=3)[CH:5]=2)=[O:47])[CH:42]=[CH:43][CH:44]=1)#[N:38]. (5) The product is: [Cl:18][C:12]1[CH:13]=[CH:14][CH:15]=[C:16]([Cl:17])[C:11]=1[C:9]1[S:8][C:7]2[C:2]([NH:24][C:22](=[O:23])[CH2:21][N:20]([CH3:25])[CH3:19])=[N:3][CH:4]=[CH:5][C:6]=2[N:10]=1. Given the reactants Br[C:2]1[C:7]2[S:8][C:9]([C:11]3[C:16]([Cl:17])=[CH:15][CH:14]=[CH:13][C:12]=3[Cl:18])=[N:10][C:6]=2[CH:5]=[CH:4][N:3]=1.[CH3:19][N:20]([CH3:25])[CH2:21][C:22]([NH2:24])=[O:23].CC1(C)C2C(=C(P(C3C=CC=CC=3)C3C=CC=CC=3)C=CC=2)OC2C(P(C3C=CC=CC=3)C3C=CC=CC=3)=CC=CC1=2.C([O-])([O-])=O.[Cs+].[Cs+], predict the reaction product. (6) Given the reactants [CH3:1][O:2][C:3](=[O:32])[CH2:4][C:5]1[CH:6]=[C:7]([C:13]2[CH:18]=[CH:17][C:16]([C:19]([F:22])([F:21])[F:20])=[CH:15][C:14]=2[CH2:23][NH:24][CH2:25][C:26]2[CH:31]=[CH:30][CH:29]=[CH:28][CH:27]=2)[C:8]([O:11][CH3:12])=[CH:9][CH:10]=1.Cl[C:34]([O:36][CH3:37])=[O:35], predict the reaction product. The product is: [CH3:1][O:2][C:3](=[O:32])[CH2:4][C:5]1[CH:6]=[C:7]([C:13]2[CH:18]=[CH:17][C:16]([C:19]([F:21])([F:20])[F:22])=[CH:15][C:14]=2[CH2:23][N:24]([CH2:25][C:26]2[CH:31]=[CH:30][CH:29]=[CH:28][CH:27]=2)[C:34]([O:36][CH3:37])=[O:35])[C:8]([O:11][CH3:12])=[CH:9][CH:10]=1. (7) Given the reactants [F:1][C:2]1[CH:3]=[C:4]2[C:8](=[CH:9][CH:10]=1)[NH:7][C:6](=[O:11])[CH2:5]2.C[Si]([N-][Si](C)(C)C)(C)C.[Li+].[CH2:22]([CH:24]1[C:32]2[CH:31]=[C:30]([C:33]([F:36])([F:35])[F:34])[N:29]=[CH:28][C:27]=2[C:26](=O)[O:25]1)[CH3:23].Cl, predict the reaction product. The product is: [CH2:22]([CH:24]1[C:32]2[CH:31]=[C:30]([C:33]([F:36])([F:35])[F:34])[N:29]=[CH:28][C:27]=2[C:26](=[C:5]2[C:4]3[C:8](=[CH:9][CH:10]=[C:2]([F:1])[CH:3]=3)[NH:7][C:6]2=[O:11])[O:25]1)[CH3:23]. (8) The product is: [NH2:48][CH2:47][CH2:46][CH2:45][CH2:44][CH:43]([NH:42][C:13]([C:12]1[CH:16]=[CH:17][C:9]([Cl:8])=[C:10]([NH:18][C:19]([C:21]2[C:32](=[O:33])[NH:31][C:24]3[N:25]=[C:26]([O:29][CH3:30])[N:27]=[CH:28][C:23]=3[CH:22]=2)=[O:20])[CH:11]=1)=[O:15])[C:7]1[CH:6]=[CH:11][CH:10]=[CH:9][CH:17]=1. Given the reactants C(N([CH2:6][CH3:7])CC)C.[Cl:8][C:9]1[CH:17]=[CH:16][C:12]([C:13]([OH:15])=O)=[CH:11][C:10]=1[NH:18][C:19]([C:21]1[C:32](=[O:33])[NH:31][C:24]2[N:25]=[C:26]([O:29][CH3:30])[N:27]=[CH:28][C:23]=2[CH:22]=1)=[O:20].CN(C(O[N:42]1N=N[C:44]2[CH:45]=[CH:46][CH:47]=[N:48][C:43]1=2)=[N+](C)C)C.F[P-](F)(F)(F)(F)F, predict the reaction product. (9) Given the reactants [OH:1][C:2]1[CH:7]=[CH:6][C:5]([C:8]([C:10]2[CH:25]=[CH:24][CH:23]=[CH:22][C:11]=2[C:12]([O:14][CH2:15][C:16]2[CH:21]=[CH:20][CH:19]=[CH:18][CH:17]=2)=[O:13])=[O:9])=[CH:4][C:3]=1[N+:26]([O-])=O.[CH2:29]([O:31][C:32]([N:34]=[C:35]=S)=[O:33])[CH3:30].C(Cl)CCl.C(O)(=O)CC(CC(O)=O)(C(O)=O)O, predict the reaction product. The product is: [CH2:29]([O:31][C:32]([NH:34][C:35]1[O:1][C:2]2[CH:7]=[CH:6][C:5]([C:8]([C:10]3[CH:25]=[CH:24][CH:23]=[CH:22][C:11]=3[C:12]([O:14][CH2:15][C:16]3[CH:21]=[CH:20][CH:19]=[CH:18][CH:17]=3)=[O:13])=[O:9])=[CH:4][C:3]=2[N:26]=1)=[O:33])[CH3:30].